From a dataset of Forward reaction prediction with 1.9M reactions from USPTO patents (1976-2016). Predict the product of the given reaction. (1) The product is: [O:34]=[S:2]1(=[O:1])[C:8]2[CH:9]=[C:10]([O:15][CH2:16][C:17]([OH:19])=[O:18])[C:11]([S:13][CH3:14])=[CH:12][C:7]=2[N:6]([C:22]2[CH:27]=[CH:26][CH:25]=[CH:24][CH:23]=2)[CH2:5][C:4]([CH2:30][CH2:31][CH2:32][CH3:33])([CH2:28][CH3:29])[CH2:3]1. Given the reactants [O:1]=[S:2]1(=[O:34])[C:8]2[CH:9]=[C:10]([O:15][CH2:16][C:17]([O:19]CC)=[O:18])[C:11]([S:13][CH3:14])=[CH:12][C:7]=2[N:6]([C:22]2[CH:27]=[CH:26][CH:25]=[CH:24][CH:23]=2)[CH2:5][C:4]([CH2:30][CH2:31][CH2:32][CH3:33])([CH2:28][CH3:29])[CH2:3]1.C1COCC1.[Li+].[OH-], predict the reaction product. (2) Given the reactants [H-].[Na+].[N+:3]([C:6]1[CH:7]=[C:8]([CH:18]=[CH:19][CH:20]=1)[CH2:9]P(=O)(OCC)OCC)([O-:5])=[O:4].O=[C:22]1[CH2:27][CH2:26][N:25]([C:28]([O:30][C:31]([CH3:34])([CH3:33])[CH3:32])=[O:29])[CH2:24][CH2:23]1, predict the reaction product. The product is: [N+:3]([C:6]1[CH:7]=[C:8]([CH:18]=[CH:19][CH:20]=1)[CH:9]=[C:22]1[CH2:27][CH2:26][N:25]([C:28]([O:30][C:31]([CH3:34])([CH3:33])[CH3:32])=[O:29])[CH2:24][CH2:23]1)([O-:5])=[O:4]. (3) The product is: [CH:11]1([NH:14][C:15](=[O:16])[NH:17][C:18]2[CH:19]=[CH:20][C:21]([C:24]3[N:25]=[C:26]([N:33]4[CH2:38][CH2:37][O:36][CH2:35][C@@H:34]4[CH3:39])[C:27]4[CH2:32][N:31]([C:8](=[O:10])[CH2:7][CH2:6][CH2:5][NH:4][C:1](=[O:3])[CH3:2])[CH2:30][C:28]=4[N:29]=3)=[CH:22][CH:23]=2)[CH2:13][CH2:12]1. Given the reactants [C:1]([NH:4][CH2:5][CH2:6][CH2:7][C:8]([OH:10])=O)(=[O:3])[CH3:2].[CH:11]1([NH:14][C:15]([NH:17][C:18]2[CH:23]=[CH:22][C:21]([C:24]3[N:25]=[C:26]([N:33]4[CH2:38][CH2:37][O:36][CH2:35][C@@H:34]4[CH3:39])[C:27]4[CH2:32][NH:31][CH2:30][C:28]=4[N:29]=3)=[CH:20][CH:19]=2)=[O:16])[CH2:13][CH2:12]1, predict the reaction product. (4) Given the reactants [Br:1][C:2]1[CH:3]=[CH:4][C:5]([O:10][N:11]=C(C)C)=[C:6]([CH:9]=1)[C:7]#[N:8], predict the reaction product. The product is: [Br:1][C:2]1[CH:3]=[CH:4][C:5]2[O:10][N:11]=[C:7]([NH2:8])[C:6]=2[CH:9]=1. (5) Given the reactants [NH2:1][C:2]1[CH:3]=[C:4]([CH:8]=[CH:9][CH:10]=1)[C:5]([OH:7])=[O:6].Cl[C:12]1[N:17]=[C:16]([NH:18][C:19]2[C:27]3[O:26][CH2:25][O:24][C:23]=3[CH:22]=[CH:21][C:20]=2[Cl:28])[CH:15]=[CH:14][N:13]=1.Cl.CCN(C(C)C)C(C)C, predict the reaction product. The product is: [Cl:28][C:20]1[CH:21]=[CH:22][C:23]2[O:24][CH2:25][O:26][C:27]=2[C:19]=1[NH:18][C:16]1[CH:15]=[CH:14][N:13]=[C:12]([NH:1][C:2]2[CH:3]=[C:4]([CH:8]=[CH:9][CH:10]=2)[C:5]([OH:7])=[O:6])[N:17]=1. (6) Given the reactants [O:1]([C:8]1[CH:15]=[CH:14][C:11]([CH:12]=[O:13])=[C:10]([B:16]2[O:20][C:19]([CH3:22])([CH3:21])[C:18]([CH3:24])([CH3:23])[O:17]2)[CH:9]=1)[C:2]1[CH:7]=[CH:6][CH:5]=[CH:4][CH:3]=1.[N+:25](C1C=CC(O)=CC=1)([O-:27])=[O:26], predict the reaction product. The product is: [N+:25]([C:5]1[CH:4]=[CH:3][C:2]([O:1][C:8]2[CH:15]=[CH:14][C:11]([CH:12]=[O:13])=[C:10]([B:16]3[O:20][C:19]([CH3:22])([CH3:21])[C:18]([CH3:24])([CH3:23])[O:17]3)[CH:9]=2)=[CH:7][CH:6]=1)([O-:27])=[O:26]. (7) The product is: [OH:26][C@@H:20]([C:3]1[C:2]([CH3:1])=[CH:11][C:10]2[C:5](=[CH:6][CH:7]=[CH:8][CH:9]=2)[C:4]=1[O:12][S:13]([C:16]([F:19])([F:17])[F:18])(=[O:14])=[O:15])[C:21]([O:23][CH2:24][CH3:25])=[O:22]. Given the reactants [CH3:1][C:2]1[C:3]([C:20](=[O:26])[C:21]([O:23][CH2:24][CH3:25])=[O:22])=[C:4]([O:12][S:13]([C:16]([F:19])([F:18])[F:17])(=[O:15])=[O:14])[C:5]2[C:10]([CH:11]=1)=[CH:9][CH:8]=[CH:7][CH:6]=2.B1(C)OC(C2C=CC=CC=2)(C2C=CC=CC=2)[C@@H]2N1CCC2.[B]1OC2C(=CC=CC=2)O1, predict the reaction product. (8) Given the reactants [F:1][C@H:2]1[C@@H:7]([O:8][C:9]2[CH:16]=[CH:15][C:14]([C:17]3[N:22]=[C:21]([NH:23][C:24]4[CH:29]=[CH:28][C:27]([N:30]5[CH2:35][CH2:34][N:33]([CH:36]6[CH2:39][O:38][CH2:37]6)[CH2:32][CH2:31]5)=[CH:26][CH:25]=4)[N:20]=[CH:19][N:18]=3)=[CH:13][C:10]=2[C:11]#[N:12])[CH2:6][CH2:5][NH:4][CH2:3]1.[CH3:40][C:41]1[C:45]([C:46](O)=[O:47])=[C:44]([CH3:49])[NH:43][N:42]=1.CN(C(ON1N=NC2C=CC=NC1=2)=[N+](C)C)C.F[P-](F)(F)(F)(F)F, predict the reaction product. The product is: [CH3:40][C:41]1[C:45]([C:46]([N:4]2[CH2:5][CH2:6][C@H:7]([O:8][C:9]3[CH:16]=[CH:15][C:14]([C:17]4[N:22]=[C:21]([NH:23][C:24]5[CH:29]=[CH:28][C:27]([N:30]6[CH2:31][CH2:32][N:33]([CH:36]7[CH2:39][O:38][CH2:37]7)[CH2:34][CH2:35]6)=[CH:26][CH:25]=5)[N:20]=[CH:19][N:18]=4)=[CH:13][C:10]=3[C:11]#[N:12])[C@H:2]([F:1])[CH2:3]2)=[O:47])=[C:44]([CH3:49])[NH:43][N:42]=1. (9) Given the reactants [C:1]([O:5][C:6]([N:8]1[C:16]2[C:11](=[CH:12][C:13]([C:17]([O:19]CC3C=CC=CC=3)=[O:18])=[CH:14][CH:15]=2)[CH:10]=[C:9]1[C:27]1[C:28](=[O:45])[N:29]([CH2:37][O:38][CH2:39][CH2:40][Si:41]([CH3:44])([CH3:43])[CH3:42])[CH:30]=[C:31]([C:33]([O:35][CH3:36])=[O:34])[CH:32]=1)=[O:7])([CH3:4])([CH3:3])[CH3:2], predict the reaction product. The product is: [C:1]([O:5][C:6]([N:8]1[C:16]2[C:11](=[CH:12][C:13]([C:17]([OH:19])=[O:18])=[CH:14][CH:15]=2)[CH:10]=[C:9]1[C:27]1[C:28](=[O:45])[N:29]([CH2:37][O:38][CH2:39][CH2:40][Si:41]([CH3:43])([CH3:42])[CH3:44])[CH:30]=[C:31]([C:33]([O:35][CH3:36])=[O:34])[CH:32]=1)=[O:7])([CH3:3])([CH3:2])[CH3:4].